This data is from Full USPTO retrosynthesis dataset with 1.9M reactions from patents (1976-2016). The task is: Predict the reactants needed to synthesize the given product. (1) Given the product [CH2:20]([O:21][CH2:22][C:23]1[CH:24]=[C:25]([CH:29]=[CH:30][CH:31]=1)[C:26]([OH:28])=[O:27])[CH:19]=[CH2:18], predict the reactants needed to synthesize it. The reactants are: C(O)C=C.ClCC1C=C(C=CC=1)C(O)=O.[H-].[Na+].[CH3:18][C:19](=C)[CH2:20][O:21][CH2:22][C:23]1[CH:24]=[C:25]([CH:29]=[CH:30][CH:31]=1)[C:26]([OH:28])=[O:27]. (2) Given the product [C:1]([C:4]1[CH:5]=[C:6]2[C:11](=[O:12])[N:15]([CH2:16][C:17]([OH:19])=[O:18])[C:8](=[O:10])[C:7]2=[CH:13][CH:14]=1)([OH:3])=[O:2], predict the reactants needed to synthesize it. The reactants are: [C:1]([C:4]1[CH:5]=[C:6]2[C:11](=[O:12])[O:10][C:8](=O)[C:7]2=[CH:13][CH:14]=1)([OH:3])=[O:2].[NH2:15][CH2:16][C:17]([OH:19])=[O:18]. (3) Given the product [CH:1]1([NH:7][C:8]([C:15]2[CH:14]=[C:13]([C:17](=[O:23])[CH2:18][CH2:19][C:20]([OH:22])=[O:21])[CH:12]=[CH:11][CH:16]=2)=[O:9])[CH2:6][CH2:5][CH2:4][CH2:3][CH2:2]1, predict the reactants needed to synthesize it. The reactants are: [CH:1]1([N:7]=[C:8]=[O:9])[CH2:6][CH2:5][CH2:4][CH2:3][CH2:2]1.O[C:11]1[CH:12]=[C:13]([C:17](=[O:23])[CH2:18][CH2:19][C:20]([OH:22])=[O:21])[CH:14]=[CH:15][CH:16]=1. (4) Given the product [CH3:13][C:14]1[N:15]([C:19]2[CH:20]=[C:21]([NH:22][C:2]3[CH:7]=[CH:6][N:5]4[N:8]=[CH:9][C:10]([CH:11]=[O:12])=[C:4]4[N:3]=3)[CH:23]=[CH:24][CH:25]=2)[CH:16]=[CH:17][N:18]=1, predict the reactants needed to synthesize it. The reactants are: Cl[C:2]1[CH:7]=[CH:6][N:5]2[N:8]=[CH:9][C:10]([CH:11]=[O:12])=[C:4]2[N:3]=1.[CH3:13][C:14]1[N:15]([C:19]2[CH:20]=[C:21]([CH:23]=[CH:24][CH:25]=2)[NH2:22])[CH:16]=[CH:17][N:18]=1.